From a dataset of Full USPTO retrosynthesis dataset with 1.9M reactions from patents (1976-2016). Predict the reactants needed to synthesize the given product. Given the product [ClH:35].[C:1]([C:4]1[C:9]2[S:10][C:11]([C:14]([NH:16][C:17]3[CH:26]=[CH:25][C:24]4[C:19](=[CH:20][CH:21]=[CH:22][C:23]=4[CH2:27][S:28]([CH3:31])(=[O:29])=[O:30])[N:18]=3)=[O:15])=[C:12]([CH3:13])[C:8]=2[C:7]([CH2:32][O:33][CH3:34])=[CH:6][CH:5]=1)(=[O:3])[CH3:2], predict the reactants needed to synthesize it. The reactants are: [C:1]([C:4]1[C:9]2[S:10][C:11]([C:14]([NH:16][C:17]3[CH:26]=[CH:25][C:24]4[C:19](=[CH:20][CH:21]=[CH:22][C:23]=4[CH2:27][S:28]([CH3:31])(=[O:30])=[O:29])[N:18]=3)=[O:15])=[C:12]([CH3:13])[C:8]=2[C:7]([CH2:32][O:33][CH3:34])=[CH:6][CH:5]=1)(=[O:3])[CH3:2].[ClH:35].